This data is from Full USPTO retrosynthesis dataset with 1.9M reactions from patents (1976-2016). The task is: Predict the reactants needed to synthesize the given product. (1) Given the product [Cl:8][C:6]1[N:5]=[N:4][C:3]([C:9]([O:11][CH2:12][CH3:13])=[O:10])=[C:2]([NH:26][C:25]2[C:20]3[N:19]=[CH:18][N:17]([CH3:16])[C:21]=3[CH:22]=[CH:23][CH:24]=2)[CH:7]=1, predict the reactants needed to synthesize it. The reactants are: Cl[C:2]1[CH:7]=[C:6]([Cl:8])[N:5]=[N:4][C:3]=1[C:9]([O:11][CH2:12][CH3:13])=[O:10].Cl.Cl.[CH3:16][N:17]1[C:21]2[CH:22]=[CH:23][CH:24]=[C:25]([NH2:26])[C:20]=2[N:19]=[CH:18]1.CCN(C(C)C)C(C)C. (2) Given the product [NH2:1][C:2]1[N:7]=[C:6]([C:8]2[CH:16]=[C:15]3[C:11]([C:12]([NH2:17])=[N:13][NH:14]3)=[CH:10][CH:9]=2)[CH:5]=[C:4]([N:34]2[CH2:35][CH2:36][CH2:37][CH:33]2[CH3:32])[N:3]=1, predict the reactants needed to synthesize it. The reactants are: [NH2:1][C:2]1[N:7]=[C:6]([C:8]2[CH:16]=[C:15]3[C:11]([C:12]([NH2:17])=[N:13][NH:14]3)=[CH:10][CH:9]=2)[CH:5]=[C:4](SC)[N:3]=1.OO.CSC.C(N(CC)CC)C.[CH3:32][CH:33]1[CH2:37][CH2:36][CH2:35][NH:34]1. (3) The reactants are: [CH3:1][O:2][C:3](=[O:23])[C:4]1[CH:18]=[C:17]([O:19][CH2:20][CH:21]=[CH2:22])[CH:16]=[C:6]([C:7]([NH:9][CH2:10][CH:11](OC)[O:12]C)=[O:8])[CH:5]=1. Given the product [CH3:1][O:2][C:3](=[O:23])[C:4]1[CH:18]=[C:17]([O:19][CH2:20][CH:21]=[CH2:22])[CH:16]=[C:6]([C:7]([NH:9][CH2:10][CH:11]=[O:12])=[O:8])[CH:5]=1, predict the reactants needed to synthesize it. (4) Given the product [F:1][C:2]1[CH:3]=[CH:4][C:5]2[O:11][C:21]([C:20]([OH:26])=[O:19])=[CH:9][C:8](=[O:10])[C:6]=2[CH:7]=1, predict the reactants needed to synthesize it. The reactants are: [F:1][C:2]1[CH:3]=[CH:4][C:5]([OH:11])=[C:6]([C:8](=[O:10])[CH3:9])[CH:7]=1.C[O-].[Na+].CO.C([O:19][C:20](=[O:26])[C:21](OCC)=O)C.Cl. (5) Given the product [CH3:8][C:5]1[CH:6]=[CH:7][C:2]([C:14]2[C:15]3[C:20]([C:21]([C:2]4[CH:7]=[CH:6][C:5]([CH3:8])=[CH:4][CH:3]=4)=[C:22]4[C:13]=2[CH:12]=[C:11]([Cl:10])[CH:24]=[CH:23]4)=[CH:19][CH:18]=[CH:17][CH:16]=3)=[CH:3][CH:4]=1, predict the reactants needed to synthesize it. The reactants are: Br[C:2]1[CH:7]=[CH:6][C:5]([CH3:8])=[CH:4][CH:3]=1.[Mg].[Cl:10][C:11]1[CH:24]=[CH:23][C:22]2[C:21](=O)[C:20]3[C:15](=[CH:16][CH:17]=[CH:18][CH:19]=3)[C:14](=O)[C:13]=2[CH:12]=1.Cl.O.O.Cl[Sn]Cl. (6) Given the product [Br:12][C:9]1[CH:10]=[CH:11][C:2]([NH:1][C:21](=[O:22])[CH2:20][C:15]2[CH:16]=[CH:17][CH:18]=[CH:19][N:14]=2)=[C:3]([CH:8]=1)[C:4]([O:6][CH3:7])=[O:5], predict the reactants needed to synthesize it. The reactants are: [NH2:1][C:2]1[CH:11]=[CH:10][C:9]([Br:12])=[CH:8][C:3]=1[C:4]([O:6][CH3:7])=[O:5].Cl.[N:14]1[CH:19]=[CH:18][CH:17]=[CH:16][C:15]=1[CH2:20][C:21](O)=[O:22].CN(C(ON1N=NC2C=CC=NC1=2)=[N+](C)C)C.F[P-](F)(F)(F)(F)F.CCN(C(C)C)C(C)C. (7) Given the product [N:22]1([CH2:28][CH2:29][NH:30][C:2]2[C:11]3[C:6](=[CH:7][CH:8]=[C:9]4[S:14](=[O:16])(=[O:15])[CH2:13][CH2:12][C:10]4=3)[N:5]=[CH:4][C:3]=2[C:17]([O:19][CH2:20][CH3:21])=[O:18])[CH2:27][CH2:26][O:25][CH2:24][CH2:23]1, predict the reactants needed to synthesize it. The reactants are: Cl[C:2]1[C:11]2[C:6](=[CH:7][CH:8]=[C:9]3[S:14](=[O:16])(=[O:15])[CH2:13][CH2:12][C:10]3=2)[N:5]=[CH:4][C:3]=1[C:17]([O:19][CH2:20][CH3:21])=[O:18].[N:22]1([CH2:28][CH2:29][NH2:30])[CH2:27][CH2:26][O:25][CH2:24][CH2:23]1. (8) Given the product [Cl:1][C:2]1[N:3]=[CH:4][C:5]2[N:11]([CH3:22])[C:10](=[O:12])[CH2:9][CH2:8][N:7]([CH:13]3[CH2:17][CH2:16][CH:15]([CH3:18])[CH2:14]3)[C:6]=2[N:19]=1, predict the reactants needed to synthesize it. The reactants are: [Cl:1][C:2]1[N:3]=[CH:4][C:5]2[NH:11][C:10](=[O:12])[CH2:9][CH2:8][N:7]([CH:13]3[CH2:17][CH2:16][CH:15]([CH3:18])[CH2:14]3)[C:6]=2[N:19]=1.IC.[CH3:22]N(C)C(=O)C.[H-].[Na+].